Predict the reaction yield, written as a fraction of the theoretical maximum amount of product (1.0 means a 100% yield; for example, 0.34 means a 34% yield). From a dataset of Reaction yield outcomes from USPTO patents with 853,638 reactions. The reactants are O[CH2:2][CH2:3][CH2:4][CH2:5]/[C:6](/[C:17]([O:19][CH3:20])=[O:18])=[C:7](/[C:13]([O:15][CH3:16])=[O:14])\[CH2:8][C:9]([O:11][CH3:12])=[O:10].[S:21](Cl)([C:24]1[CH:30]=[CH:29][C:27]([CH3:28])=[CH:26][CH:25]=1)(=[O:23])=[O:22].O. The catalyst is N1C=CC=CC=1. The product is [CH3:16][O:15][C:13](/[C:7](=[C:6](\[C:17]([O:19][CH3:20])=[O:18])/[CH2:5][CH2:4][CH2:3][CH2:2][S:21]([C:24]1[CH:30]=[CH:29][C:27]([CH3:28])=[CH:26][CH:25]=1)(=[O:23])=[O:22])/[CH2:8][C:9]([O:11][CH3:12])=[O:10])=[O:14]. The yield is 0.720.